This data is from Peptide-MHC class II binding affinity with 134,281 pairs from IEDB. The task is: Regression. Given a peptide amino acid sequence and an MHC pseudo amino acid sequence, predict their binding affinity value. This is MHC class II binding data. (1) The binding affinity (normalized) is 0.396. The peptide sequence is DRTELLEMVCFHEFL. The MHC is DRB5_0101 with pseudo-sequence DRB5_0101. (2) The peptide sequence is DVGVYRAVTPLGPPAAE. The MHC is HLA-DQA10501-DQB10301 with pseudo-sequence HLA-DQA10501-DQB10301. The binding affinity (normalized) is 0.